This data is from Forward reaction prediction with 1.9M reactions from USPTO patents (1976-2016). The task is: Predict the product of the given reaction. Given the reactants [CH2:1]([C:3]1[CH2:4][CH:5]2[CH:8]([CH:9]=1)[C:7](=[C:10]1[C:15](=[O:16])[O:14][C:13]([CH3:18])([CH3:17])[O:12][C:11]1=[O:19])[CH2:6]2)[CH3:2].[C-:20]#[N:21].[Na+], predict the reaction product. The product is: [CH3:17][C:13]1([CH3:18])[O:12][C:11](=[O:19])[CH:10]([C:7]2([C:20]#[N:21])[CH2:6][CH:5]3[CH:8]2[CH:9]=[C:3]([CH2:1][CH3:2])[CH2:4]3)[C:15](=[O:16])[O:14]1.